From a dataset of Catalyst prediction with 721,799 reactions and 888 catalyst types from USPTO. Predict which catalyst facilitates the given reaction. (1) Reactant: [CH3:1][O:2][C:3]([C:5]1[C:6]([OH:24])=[C:7]2[C:12](=[C:13](Br)[N:14]=1)[N:11]([CH3:16])[C:10](=[O:17])[C:9]([C:18]1[CH:23]=[CH:22][CH:21]=[CH:20][CH:19]=1)=[CH:8]2)=[O:4].C([Sn](CCCC)(CCCC)[C:30]1[CH:31]=[N:32][CH:33]=[CH:34][CH:35]=1)CCC.CCOC(C)=O.Cl. Product: [CH3:1][O:2][C:3]([C:5]1[C:6]([OH:24])=[C:7]2[C:12](=[C:13]([C:30]3[CH:31]=[N:32][CH:33]=[CH:34][CH:35]=3)[N:14]=1)[N:11]([CH3:16])[C:10](=[O:17])[C:9]([C:18]1[CH:23]=[CH:22][CH:21]=[CH:20][CH:19]=1)=[CH:8]2)=[O:4]. The catalyst class is: 510. (2) Reactant: [CH2:1]([O:3][C:4](=[O:9])[C:5]([NH2:8])=[N:6][OH:7])[CH3:2].[C:10]([C:12]1[CH:20]=[CH:19][C:15]([C:16](Cl)=O)=[C:14]([F:21])[CH:13]=1)#[N:11]. Product: [CH2:1]([O:3][C:4]([C:5]1[N:8]=[C:16]([C:15]2[CH:19]=[CH:20][C:12]([C:10]#[N:11])=[CH:13][C:14]=2[F:21])[O:7][N:6]=1)=[O:9])[CH3:2]. The catalyst class is: 46. (3) Reactant: [CH2:1]([O:3][C:4]1[CH:5]=[C:6]([C@@H:12](O)[CH2:13][S:14]([CH3:17])(=[O:16])=[O:15])[CH:7]=[CH:8][C:9]=1[O:10][CH3:11])[CH3:2].[NH:19]=[N+:20]=[N-:21].C(P(CCCC)CCCC)CCC.N(C(OC(C)C)=O)=NC(OC(C)C)=O.C(=O)=O. Product: [N:19]([C@@H:12]([C:6]1[CH:7]=[CH:8][C:9]([O:10][CH3:11])=[C:4]([O:3][CH2:1][CH3:2])[CH:5]=1)[CH2:13][S:14]([CH3:17])(=[O:16])=[O:15])=[N+:20]=[N-:21]. The catalyst class is: 247. (4) Reactant: O[C:2]1[CH:11]=[C:10]([C:12]([OH:14])=O)[C:9]2[C:4](=[CH:5][CH:6]=[CH:7][CH:8]=2)[N:3]=1.S(Cl)([Cl:17])=O.[N:19]1([CH2:24][CH2:25][NH2:26])[CH2:23][CH2:22][CH2:21][CH2:20]1. Product: [Cl:17][C:2]1[CH:11]=[C:10]([C:12]([NH:26][CH2:25][CH2:24][N:19]2[CH2:23][CH2:22][CH2:21][CH2:20]2)=[O:14])[C:9]2[C:4](=[CH:5][CH:6]=[CH:7][CH:8]=2)[N:3]=1. The catalyst class is: 59.